Dataset: Full USPTO retrosynthesis dataset with 1.9M reactions from patents (1976-2016). Task: Predict the reactants needed to synthesize the given product. (1) Given the product [F:1][C:2]1[CH:7]=[CH:6][C:5]([C@@H:8]([OH:42])[CH2:9][S:10][C@@H:11]2[C@@H:14]([C:15]3[CH:16]=[CH:17][C:18]([OH:21])=[CH:19][CH:20]=3)[N:13]([C:29]3[CH:34]=[CH:33][C:32]([C:35]4[CH:36]=[N:37][CH:38]=[CH:39][CH:40]=4)=[CH:31][CH:30]=3)[C:12]2=[O:41])=[CH:4][CH:3]=1, predict the reactants needed to synthesize it. The reactants are: [F:1][C:2]1[CH:7]=[CH:6][C:5]([C@@H:8]([O:42][Si](C)(C)C(C)(C)C)[CH2:9][S:10][C@@H:11]2[C@@H:14]([C:15]3[CH:20]=[CH:19][C:18]([O:21][Si](C)(C)C(C)(C)C)=[CH:17][CH:16]=3)[N:13]([C:29]3[CH:34]=[CH:33][C:32]([C:35]4[CH:36]=[N:37][CH:38]=[CH:39][CH:40]=4)=[CH:31][CH:30]=3)[C:12]2=[O:41])=[CH:4][CH:3]=1.Cl.O1CCOCC1.C(OCC)(=O)C. (2) The reactants are: [CH3:1][O:2][C:3]([C@@H:5]1[CH2:9][C@@H:8]([S:10]([C:13]2[CH:18]=[CH:17][C:16]([F:19])=[CH:15][C:14]=2[C:20]([F:23])([F:22])[F:21])(=[O:12])=[O:11])[CH2:7][NH:6]1)=[O:4].[C:24](OC(C)(C)C)(=[O:29])[CH2:25][C:26]([CH3:28])=[O:27]. Given the product [CH3:1][O:2][C:3]([C@@H:5]1[CH2:9][C@@H:8]([S:10]([C:13]2[CH:18]=[CH:17][C:16]([F:19])=[CH:15][C:14]=2[C:20]([F:23])([F:21])[F:22])(=[O:11])=[O:12])[CH2:7][N:6]1[C:24](=[O:29])[CH2:25][C:26](=[O:27])[CH3:28])=[O:4], predict the reactants needed to synthesize it. (3) Given the product [OH:1][C:2]1[CH:3]=[CH:4][C:5]([CH2:8][CH2:9][C:10](=[O:15])[CH2:11][C:12](=[O:14])[CH3:13])=[CH:6][CH:7]=1, predict the reactants needed to synthesize it. The reactants are: [OH:1][C:2]1[CH:7]=[CH:6][C:5]([CH:8]=[CH:9][C:10](=[O:15])[CH2:11][C:12](=[O:14])[CH3:13])=[CH:4][CH:3]=1. (4) Given the product [N+:8]([C:5]1[CH:6]=[CH:7][C:2]([N:21]2[CH2:22][CH2:23][CH2:24][N:18]([C:16]([O:15][C:11]([CH3:14])([CH3:13])[CH3:12])=[O:17])[CH2:19][CH2:20]2)=[CH:3][CH:4]=1)([O-:10])=[O:9], predict the reactants needed to synthesize it. The reactants are: F[C:2]1[CH:7]=[CH:6][C:5]([N+:8]([O-:10])=[O:9])=[CH:4][CH:3]=1.[C:11]([O:15][C:16]([N:18]1[CH2:24][CH2:23][CH2:22][NH:21][CH2:20][CH2:19]1)=[O:17])([CH3:14])([CH3:13])[CH3:12].C(OCC)(=O)C.O. (5) Given the product [CH2:1]([C:3]1[CH:12]=[CH:11][C:10]2[C:5](=[C:6]([O:21][CH3:22])[CH:7]=[CH:8][C:9]=2[C:13](=[O:20])[C:14]([CH3:26])([CH3:19])[C:15]([O:17][CH3:18])=[O:16])[N:4]=1)[CH3:2], predict the reactants needed to synthesize it. The reactants are: [CH2:1]([C:3]1[CH:12]=[CH:11][C:10]2[C:5](=[C:6]([O:21][CH3:22])[CH:7]=[CH:8][C:9]=2[C:13](=[O:20])[CH:14]([CH3:19])[C:15]([O:17][CH3:18])=[O:16])[N:4]=1)[CH3:2].[H-].[Na+].I[CH3:26].[Cl-].[NH4+]. (6) Given the product [CH3:1][O:2][C:3](=[O:14])[C:4]1[CH:9]=[C:8]([Cl:20])[CH:7]=[C:6]([C:11](=[O:13])[CH3:12])[CH:5]=1, predict the reactants needed to synthesize it. The reactants are: [CH3:1][O:2][C:3](=[O:14])[C:4]1[CH:9]=[C:8](N)[CH:7]=[C:6]([C:11](=[O:13])[CH3:12])[CH:5]=1.N([O-])=O.[Na+].[Na+].[Cl-:20].CC(O)=O.